Dataset: Catalyst prediction with 721,799 reactions and 888 catalyst types from USPTO. Task: Predict which catalyst facilitates the given reaction. Product: [CH2:30]([O:17][C:5]1[C:6]([CH:8]([C:11]2[CH:16]=[CH:15][CH:14]=[CH:13][CH:12]=2)[CH:9]=[CH2:10])=[CH:7][C:2]([Br:1])=[CH:3][C:4]=1[N+:18]([O-:20])=[O:19])[CH:29]=[CH2:28]. The catalyst class is: 3. Reactant: [Br:1][C:2]1[CH:7]=[C:6]([CH:8]([C:11]2[CH:16]=[CH:15][CH:14]=[CH:13][CH:12]=2)[CH:9]=[CH2:10])[C:5]([OH:17])=[C:4]([N+:18]([O-:20])=[O:19])[CH:3]=1.C(=O)([O-])[O-].[K+].[K+].Br[CH2:28][CH:29]=[CH2:30].